The task is: Predict the reactants needed to synthesize the given product.. This data is from Full USPTO retrosynthesis dataset with 1.9M reactions from patents (1976-2016). (1) The reactants are: [Cl:1][C:2]1[CH:3]=[CH:4][C:5]([CH2:16][CH2:17][C:18]([O:20][CH3:21])=[O:19])=[C:6](C2C=CC=C(C#N)C=2)[CH:7]=1.[Cl:22][C:23]1[CH:28]=[C:27]([S:29][CH3:30])[CH:26]=[CH:25][C:24]=1B(O)O. Given the product [Cl:22][C:23]1[CH:28]=[C:27]([S:29][CH3:30])[CH:26]=[CH:25][C:24]=1[C:6]1[CH:7]=[C:2]([Cl:1])[CH:3]=[CH:4][C:5]=1[CH2:16][CH2:17][C:18]([O:20][CH3:21])=[O:19], predict the reactants needed to synthesize it. (2) Given the product [CH:9]([O:8][C:4]1[CH:3]=[C:2](/[CH:16]=[CH:15]/[CH2:14][C@H:13]([OH:17])[CH3:12])[CH:7]=[N:6][CH:5]=1)([CH3:11])[CH3:10], predict the reactants needed to synthesize it. The reactants are: Br[C:2]1[CH:3]=[C:4]([O:8][CH:9]([CH3:11])[CH3:10])[CH:5]=[N:6][CH:7]=1.[CH3:12][C@@H:13]([OH:17])[CH2:14][CH:15]=[CH2:16].C(N(CC)CC)C.C(#N)C.